From a dataset of Full USPTO retrosynthesis dataset with 1.9M reactions from patents (1976-2016). Predict the reactants needed to synthesize the given product. (1) Given the product [CH2:1]([C:3]1([CH2:7][O:8][S:17]([CH3:16])(=[O:19])=[O:18])[CH2:6][O:5][CH2:4]1)[CH3:2], predict the reactants needed to synthesize it. The reactants are: [CH2:1]([C:3]1([CH2:7][OH:8])[CH2:6][O:5][CH2:4]1)[CH3:2].C(N(CC)CC)C.[CH3:16][S:17](Cl)(=[O:19])=[O:18].C(=O)([O-])O.[Na+]. (2) Given the product [CH2:23]([O:22][C:18]([O:19][CH2:20][CH3:21])([C@@H:1]([NH:5][C@H:6]([C:8]1[CH:9]=[CH:10][CH:11]=[CH:12][CH:13]=1)[CH3:7])[CH2:2][CH2:3][CH3:4])[C:17]([O:25][CH2:26][CH3:27])=[O:16])[CH3:24], predict the reactants needed to synthesize it. The reactants are: [CH:1](=[N:5]/[C@H:6]([C:8]1[CH:13]=[CH:12][CH:11]=[CH:10][CH:9]=1)[CH3:7])\[CH2:2][CH2:3][CH3:4].C[Si](C)(C)[O:16][C:17]([O:25][CH2:26][CH3:27])=[C:18]([O:22][CH2:23][CH3:24])[O:19][CH2:20][CH3:21].O.[OH-].[Na+]. (3) The reactants are: [F-].C([N+](CCCC)(CCCC)CCCC)CCC.C([Si](C)(C)[O:24][C@H:25]1[CH2:29][N:28]([C:30]([O:32][C:33]([CH3:36])([CH3:35])[CH3:34])=[O:31])[C@@H:27]([CH2:37][O:38][CH3:39])[CH2:26]1)(C)(C)C. Given the product [OH:24][C@H:25]1[CH2:29][N:28]([C:30]([O:32][C:33]([CH3:34])([CH3:35])[CH3:36])=[O:31])[C@@H:27]([CH2:37][O:38][CH3:39])[CH2:26]1, predict the reactants needed to synthesize it. (4) Given the product [Cl:1][C:2]1[N:3]=[CH:4][C:5]2[N:11]([CH3:24])[C:10](=[O:12])[C:9]([F:14])([F:13])[CH2:8][N:7]([CH:15]3[CH2:19][CH2:18][CH2:17][CH2:16]3)[C:6]=2[N:20]=1, predict the reactants needed to synthesize it. The reactants are: [Cl:1][C:2]1[N:3]=[CH:4][C:5]2[NH:11][C:10](=[O:12])[C:9]([F:14])([F:13])[CH2:8][N:7]([CH:15]3[CH2:19][CH2:18][CH2:17][CH2:16]3)[C:6]=2[N:20]=1.[H-].[Na+].I[CH3:24]. (5) Given the product [CH3:11][O:12][C:13]1[CH:14]=[CH:15][C:16]([CH:42]2[CH2:43][CH2:44][CH2:45][CH2:46][CH2:47][CH2:48]2)=[CH:17][CH:18]=1, predict the reactants needed to synthesize it. The reactants are: [Li]C(C)(C)C.CCCCC.[CH3:11][O:12][C:13]1[CH:18]=[CH:17][C:16](B2OC(C)(C)C(C)(C)O2)=[CH:15][CH:14]=1.B([O-])([O-])OC(C)(C)C.[Li+].[Li+].CCCC[CH2:42][CH2:43][CH2:44][CH2:45][CH2:46][CH2:47][CH3:48].BrC1CCCCCC1.[Cl-].[NH4+]. (6) Given the product [Cl:21][C:5]1[C:6]([NH:9][C:10]23[C:16]([CH3:17])([CH3:18])[C:13]([CH3:19])([CH2:14][CH2:15]2)[C:12](=[O:20])[CH2:11]3)=[C:7]2[N:8]=[C:32]([C:31]3[CH:30]=[CH:29][C:28]([N:25]4[CH2:26][CH2:27][O:22][CH2:23][CH2:24]4)=[CH:35][CH:34]=3)[NH:1][C:2]2=[N:3][CH:4]=1, predict the reactants needed to synthesize it. The reactants are: [NH2:1][C:2]1[C:7]([NH2:8])=[C:6]([NH:9][C:10]23[C:16]([CH3:18])([CH3:17])[C:13]([CH3:19])([CH2:14][CH2:15]2)[C:12](=[O:20])[CH2:11]3)[C:5]([Cl:21])=[CH:4][N:3]=1.[O:22]1[CH2:27][CH2:26][N:25]([C:28]2[CH:35]=[CH:34][C:31]([CH:32]=O)=[CH:30][CH:29]=2)[CH2:24][CH2:23]1.C([O-])(=O)C.[NH4+]. (7) Given the product [O:16]=[C:17]1[C:18]2[C:23](=[CH:22][CH:21]=[CH:20][CH:19]=2)[C:15]([CH:13]2[CH2:14][C:10]3([CH2:11][CH:8]([NH:7][C:6](=[O:25])[O:5][C:1]([CH3:4])([CH3:3])[CH3:2])[CH2:9]3)[CH2:12]2)=[N:27][NH:26]1, predict the reactants needed to synthesize it. The reactants are: [C:1]([O:5][C:6](=[O:25])[NH:7][CH:8]1[CH2:11][C:10]2([CH2:14][C:13](=[C:15]3[C:23]4[C:18](=[CH:19][CH:20]=[CH:21][CH:22]=4)[C:17](=O)[O:16]3)[CH2:12]2)[CH2:9]1)([CH3:4])([CH3:3])[CH3:2].[NH2:26][NH2:27]. (8) Given the product [CH3:21][N:22]([CH3:36])[C:23]1([C:30]2[CH:35]=[CH:34][CH:33]=[CH:32][CH:31]=2)[CH2:28][CH2:27][C:26]([C:3]2[N:2]([CH3:1])[C:10]3[C:5]([CH:4]=2)=[CH:6][CH:7]=[CH:8][CH:9]=3)([OH:29])[CH2:25][CH2:24]1, predict the reactants needed to synthesize it. The reactants are: [CH3:1][N:2]1[C:10]2[C:5](=[CH:6][CH:7]=[CH:8][CH:9]=2)[CH:4]=[CH:3]1.C([Li])(C)(C)C.CCCCC.[CH3:21][N:22]([CH3:36])[C:23]1([C:30]2[CH:35]=[CH:34][CH:33]=[CH:32][CH:31]=2)[CH2:28][CH2:27][C:26](=[O:29])[CH2:25][CH2:24]1.